This data is from Full USPTO retrosynthesis dataset with 1.9M reactions from patents (1976-2016). The task is: Predict the reactants needed to synthesize the given product. (1) Given the product [Br:1][C:2]1[CH:3]=[CH:4][C:5]([CH2:16][Br:42])=[C:6]([S:8]([NH:11][C:12]([CH3:13])([CH3:15])[CH3:14])(=[O:10])=[O:9])[CH:7]=1, predict the reactants needed to synthesize it. The reactants are: [Br:1][C:2]1[CH:3]=[CH:4][C:5]([CH3:16])=[C:6]([S:8]([NH:11][C:12]([CH3:15])([CH3:14])[CH3:13])(=[O:10])=[O:9])[CH:7]=1.C(OOC(=O)C1C=CC=CC=1)(=O)C1C=CC=CC=1.C1C(=O)N([Br:42])C(=O)C1. (2) Given the product [CH2:9]([O:11][C:12]([C:13]1[N:1]=[C:2]2[CH:3]=[CH:4][C:5]([OH:8])=[CH:6][N:7]2[CH:14]=1)=[O:17])[CH3:10], predict the reactants needed to synthesize it. The reactants are: [NH2:1][C:2]1[N:7]=[CH:6][C:5]([OH:8])=[CH:4][CH:3]=1.[CH2:9]([O:11][C:12](=[O:17])[C:13](=O)[CH2:14]Br)[CH3:10]. (3) Given the product [OH:38][C:35]1([C:33]([NH:1][C@H:2]2[CH2:7][CH2:6][C@H:5]([NH:8][C:9]([C:11]3[C:15]4[N:16]=[CH:17][N:18]=[C:19]([C:20]5[CH:25]=[C:24]([CH3:26])[CH:23]=[CH:22][C:21]=5[O:27][CH2:28][CH:29]5[CH2:30][CH2:31]5)[C:14]=4[NH:13][CH:12]=3)=[O:10])[CH2:4][CH2:3]2)=[O:34])[CH2:37][CH2:36]1, predict the reactants needed to synthesize it. The reactants are: [NH2:1][C@H:2]1[CH2:7][CH2:6][C@H:5]([NH:8][C:9]([C:11]2[C:15]3[N:16]=[CH:17][N:18]=[C:19]([C:20]4[CH:25]=[C:24]([CH3:26])[CH:23]=[CH:22][C:21]=4[O:27][CH2:28][CH:29]4[CH2:31][CH2:30]4)[C:14]=3[NH:13][CH:12]=2)=[O:10])[CH2:4][CH2:3]1.Cl[C:33]([C:35]1([O:38]C(=O)C)[CH2:37][CH2:36]1)=[O:34]. (4) Given the product [C:17]([N:11]([CH2:12][C:13]([F:16])([F:15])[F:14])[S:8]([C:5]1[CH:6]=[CH:7][C:2]([B:24]2[O:25][C:26]([CH3:28])([CH3:27])[C:22]([CH3:38])([CH3:21])[O:23]2)=[CH:3][CH:4]=1)(=[O:10])=[O:9])([CH3:20])([CH3:19])[CH3:18], predict the reactants needed to synthesize it. The reactants are: Br[C:2]1[CH:7]=[CH:6][C:5]([S:8]([N:11]([C:17]([CH3:20])([CH3:19])[CH3:18])[CH2:12][C:13]([F:16])([F:15])[F:14])(=[O:10])=[O:9])=[CH:4][CH:3]=1.[CH3:21][C:22]1([CH3:38])[C:26]([CH3:28])([CH3:27])[O:25][B:24]([B:24]2[O:25][C:26]([CH3:28])([CH3:27])[C:22]([CH3:38])([CH3:21])[O:23]2)[O:23]1.C([O-])(=O)C.[K+].ClCCl. (5) The reactants are: [C:1]1([CH:7]([CH:9]2[CH2:14][CH2:13][O:12][CH2:11][CH2:10]2)[NH2:8])[CH:6]=[CH:5][CH:4]=[CH:3][CH:2]=1.[I:15][C:16]1[C:24]2[C:19](=[CH:20][CH:21]=[C:22]([C:25](N)=[O:26])[CH:23]=2)[NH:18][N:17]=1.CN(C(ON1N=NC2C=CC=CC1=2)=[N+](C)C)C.[B-](F)(F)(F)F.CCN(C(C)C)C(C)C. Given the product [I:15][C:16]1[C:24]2[C:19](=[CH:20][CH:21]=[C:22]([C:25]([NH:8][CH:7]([C:1]3[CH:2]=[CH:3][CH:4]=[CH:5][CH:6]=3)[CH:9]3[CH2:14][CH2:13][O:12][CH2:11][CH2:10]3)=[O:26])[CH:23]=2)[NH:18][N:17]=1, predict the reactants needed to synthesize it.